This data is from Full USPTO retrosynthesis dataset with 1.9M reactions from patents (1976-2016). The task is: Predict the reactants needed to synthesize the given product. (1) Given the product [CH3:22][S:23]([O:1][CH2:2][CH2:3][C:4]#[C:5][C:6]1[CH:7]=[C:8]([CH:12]=[CH:13][CH:14]=1)[C:9]([OH:11])=[O:10])(=[O:25])=[O:24], predict the reactants needed to synthesize it. The reactants are: [OH:1][CH2:2][CH2:3][C:4]#[C:5][C:6]1[CH:7]=[C:8]([CH:12]=[CH:13][CH:14]=1)[C:9]([OH:11])=[O:10].C(N(CC)CC)C.[CH3:22][S:23](O[S:23]([CH3:22])(=[O:25])=[O:24])(=[O:25])=[O:24]. (2) Given the product [NH2:25][C:14]1[N:13]=[C:12]([N:8]2[CH2:7][CH2:6][C:5]3[C:10](=[CH:11][C:2]([C:34]4[CH:35]=[N:36][N:37]([CH:39]5[CH2:40][CH2:41][N:42]([C:45]([O:47][C:48]([CH3:51])([CH3:50])[CH3:49])=[O:46])[CH2:43][CH2:44]5)[CH:38]=4)=[CH:3][CH:4]=3)[CH2:9]2)[CH:17]=[C:16]([N:18]2[CH2:23][CH2:22][N:21]([CH3:24])[CH2:20][CH2:19]2)[N:15]=1, predict the reactants needed to synthesize it. The reactants are: Br[C:2]1[CH:11]=[C:10]2[C:5]([CH2:6][CH2:7][N:8]([C:12]3[CH:17]=[C:16]([N:18]4[CH2:23][CH2:22][N:21]([CH3:24])[CH2:20][CH2:19]4)[N:15]=[C:14]([NH2:25])[N:13]=3)[CH2:9]2)=[CH:4][CH:3]=1.CC1(C)C(C)(C)OB([C:34]2[CH:35]=[N:36][N:37]([CH:39]3[CH2:44][CH2:43][N:42]([C:45]([O:47][C:48]([CH3:51])([CH3:50])[CH3:49])=[O:46])[CH2:41][CH2:40]3)[CH:38]=2)O1. (3) Given the product [F:9][C:6]1[CH:7]=[CH:8][C:3]([C:13]([C:15]2[CH:20]=[CH:19][CH:18]=[CH:17][CH:16]=2)([OH:14])[CH2:12][O:11][CH3:10])=[CH:4][CH:5]=1, predict the reactants needed to synthesize it. The reactants are: [Mg].Br[C:3]1[CH:8]=[CH:7][C:6]([F:9])=[CH:5][CH:4]=1.[CH3:10][O:11][CH2:12][C:13]([C:15]1[CH:20]=[CH:19][CH:18]=[CH:17][CH:16]=1)=[O:14].[Cl-].[NH4+]. (4) Given the product [C:1]([O:5][C:6]([N:8]1[CH2:13][CH2:12][N:11]([C:14]2[CH:19]=[CH:18][C:17]([C:20]3[CH:21]=[C:22]4[C:28]([C:53]5[CH:52]=[N:51][N:50]([CH2:42][CH2:43][C:44]6[CH:49]=[CH:48][CH:47]=[CH:46][CH:45]=6)[CH:54]=5)=[CH:27][N:26]([C:30]([O:32][C:33]([CH3:36])([CH3:35])[CH3:34])=[O:31])[C:23]4=[N:24][CH:25]=3)=[CH:16][C:15]=2[NH:37][S:38]([CH3:41])(=[O:40])=[O:39])[CH2:10][CH2:9]1)=[O:7])([CH3:4])([CH3:3])[CH3:2], predict the reactants needed to synthesize it. The reactants are: [C:1]([O:5][C:6]([N:8]1[CH2:13][CH2:12][N:11]([C:14]2[CH:19]=[CH:18][C:17]([C:20]3[CH:21]=[C:22]4[C:28](I)=[CH:27][N:26]([C:30]([O:32][C:33]([CH3:36])([CH3:35])[CH3:34])=[O:31])[C:23]4=[N:24][CH:25]=3)=[CH:16][C:15]=2[NH:37][S:38]([CH3:41])(=[O:40])=[O:39])[CH2:10][CH2:9]1)=[O:7])([CH3:4])([CH3:3])[CH3:2].[CH2:42]([N:50]1[CH:54]=[C:53](B2OC(C)(C)C(C)(C)O2)[CH:52]=[N:51]1)[CH2:43][C:44]1[CH:49]=[CH:48][CH:47]=[CH:46][CH:45]=1.C(=O)([O-])[O-].[Na+].[Na+]. (5) Given the product [ClH:17].[F:1][C:2]1[C:8]([F:9])=[C:7]([F:10])[C:6]([F:11])=[CH:5][C:3]=1[NH:4][NH2:12], predict the reactants needed to synthesize it. The reactants are: [F:1][C:2]1[C:8]([F:9])=[C:7]([F:10])[C:6]([F:11])=[CH:5][C:3]=1[NH2:4].[N:12]([O-])=O.[Na+].[Sn](Cl)[Cl:17]. (6) Given the product [CH3:1][O:2][CH2:3][CH2:4][O:5][C:6]1[N:7]=[C:8]2[C:13](=[CH:14][CH:15]=1)[NH:12][CH:11]=[C:10]([C:16]([NH2:22])=[O:17])[C:9]2=[O:19], predict the reactants needed to synthesize it. The reactants are: [CH3:1][O:2][CH2:3][CH2:4][O:5][C:6]1[N:7]=[C:8]2[C:13](=[CH:14][CH:15]=1)[NH:12][CH:11]=[C:10]([C:16](O)=[O:17])[C:9]2=[O:19].C([N:22](CC)CC)C.ClC(OCC)=O.CN(C)CCN. (7) Given the product [CH2:21]([O:20][CH2:19][CH2:18][O:10][C:9]1[CH:8]=[CH:7][C:4]([CH:5]=[O:6])=[CH:3][C:2]=1[OH:1])[C:22]1[CH:27]=[CH:26][CH:25]=[CH:24][CH:23]=1, predict the reactants needed to synthesize it. The reactants are: [OH:1][C:2]1[CH:3]=[C:4]([CH:7]=[CH:8][C:9]=1[OH:10])[CH:5]=[O:6].C(=O)([O-])[O-].[K+].[K+].Br[CH2:18][CH2:19][O:20][CH2:21][C:22]1[CH:27]=[CH:26][CH:25]=[CH:24][CH:23]=1.[Cl-].[NH4+]. (8) Given the product [OH-:16].[NH4+:3].[Cl:8][C:6]1[N:7]=[C:2]([NH:24][CH:17]2[CH2:23][CH2:22][CH2:21][CH2:20][CH2:19][CH2:18]2)[N:3]=[C:4]([NH:9][CH:10]2[CH2:15][CH2:14][CH:13]([OH:16])[CH2:12][CH2:11]2)[N:5]=1, predict the reactants needed to synthesize it. The reactants are: Cl[C:2]1[N:7]=[C:6]([Cl:8])[N:5]=[C:4]([NH:9][CH:10]2[CH2:15][CH2:14][CH:13]([OH:16])[CH2:12][CH2:11]2)[N:3]=1.[CH:17]1([NH2:24])[CH2:23][CH2:22][CH2:21][CH2:20][CH2:19][CH2:18]1.[OH-].[Na+].O. (9) The reactants are: [Cl:1][C:2]1[CH:3]=[C:4]([NH:15][C:16]2[C:25]3[C:20](=[CH:21][CH:22]=[CH:23][C:24]=3[O:26][C@H:27](C)C(OC)=O)[N:19]=[CH:18][N:17]=2)[CH:5]=[CH:6][C:7]=1[O:8][C:9]1[CH:14]=[CH:13][CH:12]=[CH:11][N:10]=1.CCOC(/N=N/C(OCC)=O)=O. Given the product [Cl:1][C:2]1[CH:3]=[C:4]([NH:15][C:16]2[C:25]3[C:20](=[CH:21][CH:22]=[CH:23][C:24]=3[O:26][CH3:27])[N:19]=[CH:18][N:17]=2)[CH:5]=[CH:6][C:7]=1[O:8][C:9]1[CH:14]=[CH:13][CH:12]=[CH:11][N:10]=1, predict the reactants needed to synthesize it.